Dataset: Forward reaction prediction with 1.9M reactions from USPTO patents (1976-2016). Task: Predict the product of the given reaction. (1) Given the reactants C([O:5][C:6](=[O:27])/[CH:7]=[CH:8]/[C:9]1[CH:26]=[N:25][C:12]2[NH:13][C:14](=[O:24])[CH2:15][N:16]([CH2:18][C:19]([O:21][CH2:22][CH3:23])=[O:20])[CH2:17][C:11]=2[CH:10]=1)(C)(C)C.C(O)(C(F)(F)F)=O.C(Cl)[Cl:36], predict the reaction product. The product is: [ClH:36].[CH2:22]([O:21][C:19]([CH2:18][N:16]1[CH2:17][C:11]2[CH:10]=[C:9](/[CH:8]=[CH:7]/[C:6]([OH:27])=[O:5])[CH:26]=[N:25][C:12]=2[NH:13][C:14](=[O:24])[CH2:15]1)=[O:20])[CH3:23]. (2) Given the reactants [CH2:1]([O:8][C:9]([N:11]1[CH2:16][CH2:15][C:14]([C:18]2([C:21]([O:23][C:24]([CH3:27])([CH3:26])[CH3:25])=[O:22])[CH2:20][CH2:19]2)(O)[CH2:13][CH2:12]1)=[O:10])[C:2]1[CH:7]=[CH:6][CH:5]=[CH:4][CH:3]=1.[OH-].COC(NS([N+](CC)(CC)CC)(=O)=O)=O, predict the reaction product. The product is: [CH2:1]([O:8][C:9]([N:11]1[CH2:12][CH:13]=[C:14]([C:18]2([C:21]([O:23][C:24]([CH3:27])([CH3:26])[CH3:25])=[O:22])[CH2:20][CH2:19]2)[CH2:15][CH2:16]1)=[O:10])[C:2]1[CH:3]=[CH:4][CH:5]=[CH:6][CH:7]=1. (3) Given the reactants [C:1]([C:3]1[C:4]([N:16]2[CH2:19][CH:18]([C:20](O)=[O:21])[CH2:17]2)=[N:5][C:6]([O:14][CH3:15])=[C:7]([C:9]([O:11][CH2:12][CH3:13])=[O:10])[CH:8]=1)#[N:2].[Cl:23][C:24]1[CH:29]=[C:28]([F:30])[CH:27]=[CH:26][C:25]=1[CH2:31][S:32]([NH2:35])(=[O:34])=[O:33], predict the reaction product. The product is: [CH2:12]([O:11][C:9](=[O:10])[C:7]1[CH:8]=[C:3]([C:1]#[N:2])[C:4]([N:16]2[CH2:19][CH:18]([C:20](=[O:21])[NH:35][S:32]([CH2:31][C:25]3[CH:26]=[CH:27][C:28]([F:30])=[CH:29][C:24]=3[Cl:23])(=[O:33])=[O:34])[CH2:17]2)=[N:5][C:6]=1[O:14][CH3:15])[CH3:13].